Dataset: Catalyst prediction with 721,799 reactions and 888 catalyst types from USPTO. Task: Predict which catalyst facilitates the given reaction. (1) The catalyst class is: 5. Reactant: [C:1]1(=[O:8])[CH2:6][CH2:5][C:4](=O)[CH2:3][CH2:2]1.[Br:9]Br.[C:11]([NH:14][C:15]([NH2:17])=[S:16])(=[O:13])[CH3:12].O. Product: [BrH:9].[C:11]([NH:14][C:15]1[S:16][C:5]2[CH2:6][C:1](=[O:8])[CH2:2][CH2:3][C:4]=2[N:17]=1)(=[O:13])[CH3:12]. (2) Reactant: [N:1]1([C:8]2[N:13]=[C:12](Cl)[N:11]=[C:10]([NH:15][C@@H:16]3[CH2:21][CH2:20][C@H:19]([C:22]([OH:24])=[O:23])[CH2:18][CH2:17]3)[N:9]=2)[CH2:7][CH2:6][CH2:5][CH2:4][CH2:3][CH2:2]1.[CH3:25][NH2:26].Cl. Product: [N:1]1([C:8]2[N:13]=[C:12]([NH:26][CH3:25])[N:11]=[C:10]([NH:15][C@@H:16]3[CH2:21][CH2:20][C@H:19]([C:22]([OH:24])=[O:23])[CH2:18][CH2:17]3)[N:9]=2)[CH2:7][CH2:6][CH2:5][CH2:4][CH2:3][CH2:2]1. The catalyst class is: 144. (3) Reactant: [CH3:1][C:2]1[CH:6]=[CH:5][O:4][C:3]=1[C:7]([OH:9])=O.C(N(CC)C(C)C)(C)C.CN(C(ON1N=NC2C=CC=CC1=2)=[N+](C)C)C.F[P-](F)(F)(F)(F)F.[NH2:43][C:44]1[CH:49]=[CH:48][C:47]([CH:50]2[CH2:64][N:54]3[C:55](=[O:63])[NH:56][C:57]4[CH:58]=[CH:59][CH:60]=[CH:61][C:62]=4[C:53]3=[N:52][CH2:51]2)=[CH:46][CH:45]=1. Product: [CH3:1][C:2]1[CH:6]=[CH:5][O:4][C:3]=1[C:7]([NH:43][C:44]1[CH:49]=[CH:48][C:47]([CH:50]2[CH2:64][N:54]3[C:55](=[O:63])[NH:56][C:57]4[CH:58]=[CH:59][CH:60]=[CH:61][C:62]=4[C:53]3=[N:52][CH2:51]2)=[CH:46][CH:45]=1)=[O:9]. The catalyst class is: 3. (4) Reactant: [Br:1][C:2]1[CH:3]=[CH:4][C:5]([O:13][CH2:14][CH3:15])=[C:6]([CH:12]=1)[C:7]([O:9]CC)=[O:8].O. Product: [Br:1][C:2]1[CH:3]=[CH:4][C:5]([O:13][CH2:14][CH3:15])=[C:6]([CH:12]=1)[C:7]([OH:9])=[O:8]. The catalyst class is: 500. (5) Product: [CH2:1]([O:3][C:4]1[CH:5]=[C:6]([CH:11]=[C:12]([O:15][CH3:16])[C:13]=1[C:21]1[CH:20]=[N:19][N:18]([CH3:17])[CH:22]=1)[C:7]([O:9][CH3:10])=[O:8])[CH3:2]. The catalyst class is: 57. Reactant: [CH2:1]([O:3][C:4]1[CH:5]=[C:6]([CH:11]=[C:12]([O:15][CH3:16])[C:13]=1Br)[C:7]([O:9][CH3:10])=[O:8])[CH3:2].[CH3:17][N:18]1[CH:22]=[C:21](B2OC(C)(C)C(C)(C)O2)[CH:20]=[N:19]1.P([O-])([O-])([O-])=O.[K+].[K+].[K+].O. (6) Reactant: C(OC([N:8]1[CH2:13][CH2:12][CH2:11][C@H:10]([C:14]2[N:18]=[C:17]([C:19]3[NH:20][CH:21]=[C:22]([C:24]#[N:25])[CH:23]=3)[O:16][N:15]=2)[CH2:9]1)=O)(C)(C)C.[ClH:26]. Product: [ClH:26].[C:24]([C:22]1[CH:23]=[C:19]([C:17]2[O:16][N:15]=[C:14]([C@H:10]3[CH2:11][CH2:12][CH2:13][NH:8][CH2:9]3)[N:18]=2)[NH:20][CH:21]=1)#[N:25]. The catalyst class is: 12.